Dataset: Catalyst prediction with 721,799 reactions and 888 catalyst types from USPTO. Task: Predict which catalyst facilitates the given reaction. (1) Reactant: [H-].[Na+].[C:3]1([OH:9])[CH:8]=[CH:7][CH:6]=[CH:5][CH:4]=1.Cl[C:11]1[C:16]([N+:17]([O-:19])=[O:18])=[C:15]([NH:20][CH2:21][CH2:22][CH2:23][OH:24])[C:14]([CH3:25])=[C:13]([CH3:26])[N:12]=1. Product: [CH3:26][C:13]1[C:14]([CH3:25])=[C:15]([NH:20][CH2:21][CH2:22][CH2:23][OH:24])[C:16]([N+:17]([O-:19])=[O:18])=[C:11]([O:9][C:3]2[CH:8]=[CH:7][CH:6]=[CH:5][CH:4]=2)[N:12]=1. The catalyst class is: 7. (2) Reactant: [C:1]([C:5]1[CH:9]=[C:8]([NH:10][C:11]([O:13]C2C=CC=CC=2)=O)[N:7]([CH2:20][C:21]([O:23][CH2:24][CH3:25])=[O:22])[N:6]=1)([CH3:4])([CH3:3])[CH3:2].[CH3:26][O:27][C:28]1[CH:29]=[C:30]2[C:35](=[CH:36][C:37]=1[O:38][CH3:39])[N:34]=[CH:33][N:32]=[C:31]2[S:40][C:41]1[CH:42]=[C:43]([CH:45]=[CH:46][CH:47]=1)[NH2:44].C(N(CC)C(C)C)(C)C. The catalyst class is: 1. Product: [C:1]([C:5]1[CH:9]=[C:8]([NH:10][C:11]([NH:44][C:43]2[CH:45]=[CH:46][CH:47]=[C:41]([S:40][C:31]3[C:30]4[C:35](=[CH:36][C:37]([O:38][CH3:39])=[C:28]([O:27][CH3:26])[CH:29]=4)[N:34]=[CH:33][N:32]=3)[CH:42]=2)=[O:13])[N:7]([CH2:20][C:21]([O:23][CH2:24][CH3:25])=[O:22])[N:6]=1)([CH3:2])([CH3:3])[CH3:4]. (3) Reactant: Cl.[O:2]=[C:3]1[C:11]2[C:10]([C:12]([NH2:14])=[O:13])=[CH:9][CH:8]=[CH:7][C:6]=2[CH2:5][N:4]1[CH:15]1[CH2:20][CH2:19][NH:18][CH2:17][CH2:16]1.[C:21]1(=O)[CH2:26][CH2:25][CH2:24][CH2:23][CH2:22]1.C([O-])(=O)C.[Na+].C([BH3-])#N.[Na+]. Product: [CH:21]1([N:18]2[CH2:17][CH2:16][CH:15]([N:4]3[C:3](=[O:2])[C:11]4[C:10]([C:12]([NH2:14])=[O:13])=[CH:9][CH:8]=[CH:7][C:6]=4[CH2:5]3)[CH2:20][CH2:19]2)[CH2:26][CH2:25][CH2:24][CH2:23][CH2:22]1. The catalyst class is: 98. (4) Reactant: [NH2:1][C:2]1[CH:19]=[CH:18][CH:17]=[CH:16][C:3]=1[O:4][C:5]1[CH:14]=[CH:13][C:12]([F:15])=[CH:11][C:6]=1[C:7](OC)=[O:8].C[Al](C)C.C1(C)C=CC=CC=1.O. Product: [F:15][C:12]1[CH:13]=[CH:14][C:5]2[O:4][C:3]3[CH:16]=[CH:17][CH:18]=[CH:19][C:2]=3[NH:1][C:7](=[O:8])[C:6]=2[CH:11]=1. The catalyst class is: 2. (5) Reactant: BrC1C=CC(OC)=CC=1SC1NC2C=CN=C(N)C=2N=1.C(OCCCBr)(=O)C.C([O-])([O-])=O.[Cs+].[Cs+].[C:35]([O:38][CH2:39][CH2:40][CH2:41][N:42]1[C:50]2[CH:49]=[CH:48][N:47]=[C:46]([NH2:51])[C:45]=2[N:44]=[C:43]1[S:52][C:53]1[C:61]([Br:62])=[CH:60][C:56]2O[CH2:58][O:59][C:55]=2[CH:54]=1)(=[O:37])[CH3:36]. Product: [C:35]([O:38][CH2:39][CH2:40][CH2:41][N:42]1[C:50]2[CH:49]=[CH:48][N:47]=[C:46]([NH2:51])[C:45]=2[N:44]=[C:43]1[S:52][C:53]1[CH:54]=[C:55]([O:59][CH3:58])[CH:56]=[CH:60][C:61]=1[Br:62])(=[O:37])[CH3:36]. The catalyst class is: 3. (6) Reactant: [C:1]1([C:7]2[CH:11]=[CH:10][O:9][C:8]=2[CH:12]=O)[CH:6]=[CH:5][CH:4]=[CH:3][CH:2]=1.[BH3-]C#[N:16].[Na+]. Product: [C:1]1([C:7]2[CH:11]=[CH:10][O:9][C:8]=2[CH2:12][NH2:16])[CH:6]=[CH:5][CH:4]=[CH:3][CH:2]=1. The catalyst class is: 5. (7) Reactant: [F:1][C:2]1[C:7]([F:8])=[CH:6][CH:5]=[CH:4][C:3]=1[C:9]1C=N[O:12][C:13]=1[C:14]1[C:22]2[C:17](=[N:18][CH:19]=[C:20]([C:23]3[CH:28]=[CH:27][CH:26]=[CH:25][CH:24]=3)[CH:21]=2)[NH:16][CH:15]=1.C[N:30]([CH:32]=[O:33])C.[C:34]([O-])([O-])=O.[Na+].[Na+].ClC1C(Cl)=CC=CC=1[C:48]1C=N[O:51][C:52]=1[C:53]1C2C(=NC=CC=2)NC=1. Product: [C:52]([O:51][C:32](=[O:33])[NH:30][CH:26]1[CH2:25][CH2:24][C:23]([C:20]2[CH:21]=[C:22]3[C:14]([C:13](=[O:12])[CH2:9][C:3]4[CH:4]=[CH:5][CH:6]=[C:7]([F:8])[C:2]=4[F:1])=[CH:15][NH:16][C:17]3=[N:18][CH:19]=2)=[CH:28][CH2:27]1)([CH3:53])([CH3:34])[CH3:48]. The catalyst class is: 16.